Dataset: Reaction yield outcomes from USPTO patents with 853,638 reactions. Task: Predict the reaction yield, written as a fraction of the theoretical maximum amount of product (1.0 means a 100% yield; for example, 0.34 means a 34% yield). (1) The reactants are [F:1][C:2]1[CH:3]=[C:4]([C:8]2([CH3:23])[CH2:12][CH2:11][CH2:10][N:9]2[C:13]2[CH:18]=[CH:17][N:16]3[N:19]=[CH:20][C:21]([NH2:22])=[C:15]3[N:14]=2)[CH:5]=[CH:6][CH:7]=1.C1N=CN([C:29]([N:31]2[CH:35]=N[CH:33]=[CH:32]2)=[O:30])C=1.Cl.N1CC([OH:41])C1.CCN(C(C)C)C(C)C. The catalyst is C(Cl)Cl. The product is [F:1][C:2]1[CH:3]=[C:4]([C:8]2([CH3:23])[CH2:12][CH2:11][CH2:10][N:9]2[C:13]2[CH:18]=[CH:17][N:16]3[N:19]=[CH:20][C:21]([NH:22][C:29]([N:31]4[CH2:32][CH:33]([OH:41])[CH2:35]4)=[O:30])=[C:15]3[N:14]=2)[CH:5]=[CH:6][CH:7]=1. The yield is 0.550. (2) The reactants are [Br:1][C:2]1[C:3](Cl)=[N:4][C:5]([Cl:8])=[N:6][CH:7]=1.[CH3:10][O:11][C:12]1[CH:18]=[CH:17][CH:16]=[CH:15][C:13]=1[NH2:14].C(N(C(C)C)CC)(C)C.O. The catalyst is C(O)CCC. The product is [Br:1][C:2]1[C:3]([NH:14][C:13]2[CH:15]=[CH:16][CH:17]=[CH:18][C:12]=2[O:11][CH3:10])=[N:4][C:5]([Cl:8])=[N:6][CH:7]=1. The yield is 0.750. (3) The reactants are [CH2:1]([O:9][C:10]1[CH:18]=[CH:17][C:13]([C:14]([OH:16])=[O:15])=[CH:12][CH:11]=1)[CH2:2][CH2:3][CH2:4][CH2:5][CH2:6][CH2:7][CH3:8].C(Cl)(=O)C(Cl)=O.O[C:26]1[CH:61]=[CH:60][C:29]([CH2:30][N:31]([CH2:52][C:53]([O:55]C(C)(C)C)=[O:54])[C:32](=[O:51])[C:33]2[CH:38]=[CH:37][C:36]([NH:39][C:40](=[O:50])[CH2:41][C:42]3[CH:47]=[CH:46][C:45]([O:48][CH3:49])=[CH:44][CH:43]=3)=[CH:35][CH:34]=2)=[CH:28][CH:27]=1.C(O)(C(F)(F)F)=O. The catalyst is C(Cl)Cl.CN(C=O)C. The product is [CH3:49][O:48][C:45]1[CH:44]=[CH:43][C:42]([CH2:41][C:40]([NH:39][C:36]2[CH:35]=[CH:34][C:33]([C:32]([N:31]([CH2:52][C:53]([OH:55])=[O:54])[CH2:30][C:29]3[CH:28]=[CH:27][C:26]([O:15][C:14](=[O:16])[C:13]4[CH:12]=[CH:11][C:10]([O:9][CH2:1][CH2:2][CH2:3][CH2:4][CH2:5][CH2:6][CH2:7][CH3:8])=[CH:18][CH:17]=4)=[CH:61][CH:60]=3)=[O:51])=[CH:38][CH:37]=2)=[O:50])=[CH:47][CH:46]=1. The yield is 0.140. (4) The reactants are [C:1]([C:3]1[CH:4]=[C:5](B(O)O)[CH:6]=[CH:7][CH:8]=1)#[N:2].Br[C:13]1[CH:18]=[CH:17][CH:16]=[CH:15][CH:14]=1.C(=O)([O-])[O-].[Cs+].[Cs+].C(OCC)(=O)C. The catalyst is CN(C)C=O.C1C=CC([P]([Pd]([P](C2C=CC=CC=2)(C2C=CC=CC=2)C2C=CC=CC=2)([P](C2C=CC=CC=2)(C2C=CC=CC=2)C2C=CC=CC=2)[P](C2C=CC=CC=2)(C2C=CC=CC=2)C2C=CC=CC=2)(C2C=CC=CC=2)C2C=CC=CC=2)=CC=1.O. The product is [C:5]1([C:13]2[CH:18]=[CH:17][CH:16]=[CH:15][CH:14]=2)[CH:6]=[CH:7][CH:8]=[C:3]([C:1]#[N:2])[CH:4]=1. The yield is 0.670. (5) The reactants are [CH:1]1(O)[CH2:4][CH2:3][CH2:2]1.N1C=CC=CC=1.[F:12][C:13]([F:26])([F:25])[S:14]([O:17]S(C(F)(F)F)(=O)=O)(=[O:16])=[O:15].[C:27]1([S:33][C:34]2[CH:39]=[CH:38][CH:37]=[CH:36][CH:35]=2)[CH:32]=[CH:31][CH:30]=[CH:29][CH:28]=1. The catalyst is C(Cl)Cl.CCCCC. The product is [F:12][C:13]([F:26])([F:25])[S:14]([O-:17])(=[O:16])=[O:15].[CH:1]1([S+:33]([C:34]2[CH:35]=[CH:36][CH:37]=[CH:38][CH:39]=2)[C:27]2[CH:32]=[CH:31][CH:30]=[CH:29][CH:28]=2)[CH2:4][CH2:3][CH2:2]1. The yield is 0.350. (6) The reactants are [NH2:1][C:2]1[CH:7]=[CH:6][C:5]([N:8]2[CH:13]=[CH:12][C:11]3[O:14][C:15]([C:17]4[CH:22]=[CH:21][CH:20]=[C:19]([Cl:23])[CH:18]=4)=[CH:16][C:10]=3[C:9]2=[O:24])=[CH:4][C:3]=1[CH3:25].[N:26]([O-])=O.[Na+]. The catalyst is CC(O)=O.O. The product is [Cl:23][C:19]1[CH:18]=[C:17]([C:15]2[O:14][C:11]3[CH:12]=[CH:13][N:8]([C:5]4[CH:4]=[C:3]5[C:2](=[CH:7][CH:6]=4)[NH:1][N:26]=[CH:25]5)[C:9](=[O:24])[C:10]=3[CH:16]=2)[CH:22]=[CH:21][CH:20]=1. The yield is 0.400. (7) The reactants are C(NC(C)C)(C)C.C([Li])CCC.[CH3:13][O:14][C:15]([CH:17]1[CH2:22][O:21][CH2:20][CH2:19][O:18]1)=[O:16].[CH:23](=[O:25])[CH3:24]. The catalyst is O1CCCC1. The product is [CH3:13][O:14][C:15]([C:17]1([CH:23]([OH:25])[CH3:24])[CH2:22][O:21][CH2:20][CH2:19][O:18]1)=[O:16]. The yield is 0.710. (8) The reactants are [Br:1][C:2]1[CH:3]=[CH:4][C:5]2[NH:6][C:7]3[C:12]([C:13]=2[CH:14]=1)=[CH:11][C:10]([Br:15])=[CH:9][CH:8]=3.[OH-].[K+].C1(C)C=C(C)C=C(C)C=1O[CH2:27][CH:28]([OH:37])[CH2:29][O:30][C:31]1[CH:36]=[CH:35][CH:34]=[CH:33][N:32]=1. The catalyst is CN(C=O)C. The product is [Br:15][C:10]1[CH:9]=[CH:8][C:7]2[N:6]([CH2:27][CH:28]([OH:37])[CH2:29][O:30][C:31]3[CH:36]=[CH:35][CH:34]=[CH:33][N:32]=3)[C:5]3[C:13]([C:12]=2[CH:11]=1)=[CH:14][C:2]([Br:1])=[CH:3][CH:4]=3. The yield is 0.720.